From a dataset of Cav3 T-type calcium channel HTS with 100,875 compounds. Binary Classification. Given a drug SMILES string, predict its activity (active/inactive) in a high-throughput screening assay against a specified biological target. (1) The compound is O1C(OCc2ccc(cc2)CO)CC(C2CCCCC2)C=C1C(=O)N. The result is 0 (inactive). (2) The molecule is Clc1ccc(N(C2CS(=O)(=O)C=C2)C(=O)Cc2sccc2)cc1. The result is 0 (inactive). (3) The molecule is Brc1ccc(C(=O)CCNc2ccc(cc2)C)cc1. The result is 0 (inactive). (4) The drug is Clc1c(COC(=O)Cn2ncnn2)cccc1. The result is 0 (inactive).